This data is from Forward reaction prediction with 1.9M reactions from USPTO patents (1976-2016). The task is: Predict the product of the given reaction. (1) Given the reactants Cl[CH2:2][O:3][CH3:4].[CH2:5]([O:12][CH2:13][CH2:14][O:15][CH2:16][CH2:17][O:18][CH2:19][CH2:20][CH2:21][CH2:22][C@H:23]1[C@@H:39]2[C@H:31]([CH2:32][CH2:33][C@@:34]3([CH3:41])[C@H:38]2[CH2:37][CH2:36][C@@H:35]3[OH:40])[C:30]2[CH:29]=[CH:28][C:27]([OH:42])=[CH:26][C:25]=2[CH2:24]1)[C:6]1[CH:11]=[CH:10][CH:9]=[CH:8][CH:7]=1.CCN(C(C)C)C(C)C.C1[CH2:56][O:55][CH2:54]C1, predict the reaction product. The product is: [CH2:5]([O:12][CH2:13][CH2:14][O:15][CH2:16][CH2:17][O:18][CH2:19][CH2:20][CH2:21][CH2:22][C@H:23]1[C@@H:39]2[C@H:31]([CH2:32][CH2:33][C@@:34]3([CH3:41])[C@H:38]2[CH2:37][CH2:36][C@@H:35]3[O:40][CH2:2][O:3][CH3:4])[C:30]2[CH:29]=[CH:28][C:27]([O:42][CH2:54][O:55][CH3:56])=[CH:26][C:25]=2[CH2:24]1)[C:6]1[CH:7]=[CH:8][CH:9]=[CH:10][CH:11]=1. (2) Given the reactants [N:1]1[O:2][N:3]=[C:4]2[CH:9]=[C:8]([C:10]([O:12]CC)=[O:11])[CH:7]=[CH:6][C:5]=12.[OH-].[Na+].Cl, predict the reaction product. The product is: [N:1]1[O:2][N:3]=[C:4]2[CH:9]=[C:8]([C:10]([OH:12])=[O:11])[CH:7]=[CH:6][C:5]=12. (3) Given the reactants [CH3:1][C:2]1[CH:22]=[CH:21][CH:20]=[CH:19][C:3]=1[CH2:4][O:5][C:6]1[CH:11]=[CH:10][C:9]([CH:12]([C:16]#[C:17][CH3:18])[CH2:13][C:14]#[N:15])=[CH:8][CH:7]=1.[N-:23]=[N+:24]=[N-:25].[Na+].[Cl-].[NH4+].O, predict the reaction product. The product is: [CH3:1][C:2]1[CH:22]=[CH:21][CH:20]=[CH:19][C:3]=1[CH2:4][O:5][C:6]1[CH:11]=[CH:10][C:9]([CH:12]([C:16]#[C:17][CH3:18])[CH2:13][C:14]2[NH:25][N:24]=[N:23][N:15]=2)=[CH:8][CH:7]=1. (4) The product is: [Cl:9][C:10]1[CH:15]=[CH:14][C:13]([C:16](=[O:18])[CH2:17][C:2](=[O:4])[C:1]([O:7][CH3:8])=[O:6])=[CH:12][CH:11]=1. Given the reactants [C:1]([O:7][CH3:8])(=[O:6])[C:2]([O:4]C)=O.[Cl:9][C:10]1[CH:15]=[CH:14][C:13]([C:16](=[O:18])[CH3:17])=[CH:12][CH:11]=1.C[O-].[Na+].Cl, predict the reaction product. (5) Given the reactants Cl[C:2]1[C:3]2[CH2:15][CH2:14][CH2:13][C:4]=2[N:5]=[C:6]([CH:8]2[CH2:12][CH2:11][CH2:10][CH2:9]2)[N:7]=1.[NH2:16][C:17]1[CH:22]=[CH:21][C:20]([CH2:23][C:24]([NH2:26])=[O:25])=[CH:19][CH:18]=1, predict the reaction product. The product is: [CH:8]1([C:6]2[N:7]=[C:2]([NH:16][C:17]3[CH:18]=[CH:19][C:20]([CH2:23][C:24]([NH2:26])=[O:25])=[CH:21][CH:22]=3)[C:3]3[CH2:15][CH2:14][CH2:13][C:4]=3[N:5]=2)[CH2:12][CH2:11][CH2:10][CH2:9]1.